Dataset: Forward reaction prediction with 1.9M reactions from USPTO patents (1976-2016). Task: Predict the product of the given reaction. (1) Given the reactants [CH2:1]([OH:7])[CH2:2][CH2:3][CH2:4][CH:5]=[CH2:6].C(N(CC)CC)C.[C:15]1([CH3:25])[CH:20]=[CH:19][C:18]([S:21](Cl)(=[O:23])=[O:22])=[CH:17][CH:16]=1, predict the reaction product. The product is: [CH3:25][C:15]1[CH:20]=[CH:19][C:18]([S:21]([O:7][CH2:1][CH2:2][CH2:3][CH2:4][CH:5]=[CH2:6])(=[O:23])=[O:22])=[CH:17][CH:16]=1. (2) Given the reactants [CH2:1]([C:3]1[C:12]2[O:11][CH2:10][C:9](=[O:13])[NH:8][C:7]=2[CH:6]=[CH:5][CH:4]=1)[CH3:2].C([O-])([O-])=O.[Cs+].[Cs+].[Cl:20][CH2:21][CH2:22][CH2:23]I, predict the reaction product. The product is: [Cl:20][CH2:21][CH2:22][CH2:23][N:8]1[C:7]2[CH:6]=[CH:5][CH:4]=[C:3]([CH2:1][CH3:2])[C:12]=2[O:11][CH2:10][C:9]1=[O:13].